From a dataset of Catalyst prediction with 721,799 reactions and 888 catalyst types from USPTO. Predict which catalyst facilitates the given reaction. (1) Reactant: [NH2:1][C:2]1[CH:10]=[C:9]([Br:11])[CH:8]=[CH:7][C:3]=1[C:4]([OH:6])=[O:5].[C:12](=O)(OC(Cl)(Cl)Cl)[O:13]C(Cl)(Cl)Cl. Product: [Br:11][C:9]1[CH:8]=[CH:7][C:3]2[C:4](=[O:6])[O:5][C:12](=[O:13])[NH:1][C:2]=2[CH:10]=1. The catalyst class is: 12. (2) Reactant: [CH2:1]([O:8][C@H:9]1[C@H:14]([O:15][CH2:16][C:17]2[CH:22]=[CH:21][CH:20]=[CH:19][CH:18]=2)[C@@H:13]([O:23][CH2:24][C:25]2[CH:30]=[CH:29][CH:28]=[CH:27][CH:26]=2)[C@H:12]([C:31]([F:38])([F:37])[CH2:32][O:33]OCC)[O:11][C@@H:10]1[CH2:39][O:40][CH2:41][C:42]1[CH:47]=[CH:46][CH:45]=[CH:44][CH:43]=1)[C:2]1[CH:7]=[CH:6][CH:5]=[CH:4][CH:3]=1.[Li+].[OH-:49].Cl. Product: [F:38][C:31]([F:37])([C@H:12]1[C@H:13]([O:23][CH2:24][C:25]2[CH:26]=[CH:27][CH:28]=[CH:29][CH:30]=2)[C@@H:14]([O:15][CH2:16][C:17]2[CH:22]=[CH:21][CH:20]=[CH:19][CH:18]=2)[C@H:9]([O:8][CH2:1][C:2]2[CH:3]=[CH:4][CH:5]=[CH:6][CH:7]=2)[C@@H:10]([CH2:39][O:40][CH2:41][C:42]2[CH:43]=[CH:44][CH:45]=[CH:46][CH:47]=2)[O:11]1)[C:32]([OH:33])=[O:49]. The catalyst class is: 271. (3) Reactant: ClC(Cl)(OC(=O)[O:6][C:7]([Cl:10])(Cl)Cl)Cl.[CH3:13][C:14]1[CH:18]=[C:17]([CH3:19])[NH:16][C:15]=1/[CH:20]=[C:21]1\[C:22](=[O:30])[NH:23][C:24]2[C:29]\1=[CH:28][CH:27]=[CH:26][CH:25]=2. Product: [CH3:13][C:14]1[CH:18]=[C:17]([CH3:19])[NH:16][C:15]=1/[CH:20]=[C:21]1\[C:22](=[O:30])[N:23]([C:7]([Cl:10])=[O:6])[C:24]2[C:29]\1=[CH:28][CH:27]=[CH:26][CH:25]=2. The catalyst class is: 1. (4) Reactant: [C:1]([N:8]1[CH2:12][CH2:11][C@H:10]([N:13]([CH:21]2[CH2:26][CH2:25][C:24]([CH3:28])([CH3:27])[CH2:23][CH2:22]2)[C:14](=[O:20])[C:15]([CH3:19])([CH3:18])[CH2:16][OH:17])[CH2:9]1)([O:3][C:4]([CH3:7])([CH3:6])[CH3:5])=[O:2].[CH3:29][S:30](Cl)(=[O:32])=[O:31]. Product: [C:1]([N:8]1[CH2:12][CH2:11][C@H:10]([N:13]([CH:21]2[CH2:26][CH2:25][C:24]([CH3:28])([CH3:27])[CH2:23][CH2:22]2)[C:14](=[O:20])[C:15]([CH3:19])([CH3:18])[CH2:16][O:17][S:30]([CH3:29])(=[O:32])=[O:31])[CH2:9]1)([O:3][C:4]([CH3:5])([CH3:6])[CH3:7])=[O:2]. The catalyst class is: 2.